From a dataset of Reaction yield outcomes from USPTO patents with 853,638 reactions. Predict the reaction yield, written as a fraction of the theoretical maximum amount of product (1.0 means a 100% yield; for example, 0.34 means a 34% yield). The reactants are [CH2:1]([O:3][C:4]1[CH:9]=[CH:8][N:7]=[C:6]([OH:10])[CH:5]=1)[CH3:2].C1C(=O)N([I:18])C(=O)C1. The catalyst is CN(C=O)C. The yield is 0.239. The product is [CH2:1]([O:3][C:4]1[C:9]([I:18])=[CH:8][N:7]=[C:6]([OH:10])[CH:5]=1)[CH3:2].